Dataset: Reaction yield outcomes from USPTO patents with 853,638 reactions. Task: Predict the reaction yield, written as a fraction of the theoretical maximum amount of product (1.0 means a 100% yield; for example, 0.34 means a 34% yield). (1) The reactants are [CH:1]1([CH2:4][O:5][NH:6][C:7]([C:9]2[C:17]([NH:18][C:19]3[CH:24]=[CH:23][C:22](I)=[CH:21][C:20]=3[CH3:26])=[C:16]([F:27])[C:12]3[N:13]=[CH:14][NH:15][C:11]=3[CH:10]=2)=[O:8])[CH2:3][CH2:2]1.[C:28]([Si:30]([CH3:33])([CH3:32])[CH3:31])#[CH:29]. The catalyst is C(#N)C.C(N(CC)CC)C.Cl[Pd](Cl)([P](C1C=CC=CC=1)(C1C=CC=CC=1)C1C=CC=CC=1)[P](C1C=CC=CC=1)(C1C=CC=CC=1)C1C=CC=CC=1.[Cu]I. The product is [CH:1]1([CH2:4][O:5][NH:6][C:7]([C:9]2[C:17]([NH:18][C:19]3[CH:24]=[CH:23][C:22]([C:29]#[C:28][Si:30]([CH3:33])([CH3:32])[CH3:31])=[CH:21][C:20]=3[CH3:26])=[C:16]([F:27])[C:12]3[N:13]=[CH:14][NH:15][C:11]=3[CH:10]=2)=[O:8])[CH2:3][CH2:2]1. The yield is 0.870. (2) The yield is 0.580. The catalyst is C(Cl)Cl.CN(C)C1C=CN=CC=1. The reactants are [C:1]([O:5][C:6]([N:8]([CH2:12][C:13]([OH:15])=[O:14])[CH:9]([CH3:11])[CH3:10])=[O:7])([CH3:4])([CH3:3])[CH3:2].[N+:16]([C:19]1[CH:26]=[CH:25][C:22]([CH2:23]O)=[CH:21][CH:20]=1)([O-:18])=[O:17].CCN=C=NCCCN(C)C. The product is [N+:16]([C:19]1[CH:26]=[CH:25][C:22]([CH2:23][O:14][C:13](=[O:15])[CH2:12][N:8]([C:6]([O:5][C:1]([CH3:3])([CH3:2])[CH3:4])=[O:7])[CH:9]([CH3:11])[CH3:10])=[CH:21][CH:20]=1)([O-:18])=[O:17].